From a dataset of Full USPTO retrosynthesis dataset with 1.9M reactions from patents (1976-2016). Predict the reactants needed to synthesize the given product. (1) Given the product [CH:1]1([N:7]2[CH2:8][CH2:9][N:10]([C:13]3[CH:14]=[CH:15][C:16]([C:19]4[S:23][C:22]([C:24]5[CH:32]=[CH:31][C:27]([C:28]([N:35]([O:36][CH3:37])[CH3:34])=[O:30])=[CH:26][CH:25]=5)=[N:21][N:20]=4)=[CH:17][CH:18]=3)[CH2:11][CH2:12]2)[CH2:6][CH2:5][CH2:4][CH2:3][CH2:2]1, predict the reactants needed to synthesize it. The reactants are: [CH:1]1([N:7]2[CH2:12][CH2:11][N:10]([C:13]3[CH:18]=[CH:17][C:16]([C:19]4[S:23][C:22]([C:24]5[CH:32]=[CH:31][C:27]([C:28]([OH:30])=O)=[CH:26][CH:25]=5)=[N:21][N:20]=4)=[CH:15][CH:14]=3)[CH2:9][CH2:8]2)[CH2:6][CH2:5][CH2:4][CH2:3][CH2:2]1.Cl.[CH3:34][NH:35][O:36][CH3:37].ON1C2C=CC=CC=2N=N1.Cl.C(N=C=NCCCN(C)C)C.C(N(C(C)C)CC)(C)C. (2) Given the product [OH:3][CH:1]1[O:4][CH2:5][C@@H:6]([OH:7])[C@@H:10]([OH:16])[C@H:2]1[OH:34], predict the reactants needed to synthesize it. The reactants are: [C:1]([O:4][CH:5](C)[CH2:6][O:7]C)(=[O:3])[CH3:2].[C:10]1(=[O:16])CCCCC1.C1C2NC3C(=CC=CC=3)SC=2C=CC=1.C(C(C)=[O:34])C. (3) Given the product [CH3:19][O:18][C:13]1[CH:14]=[CH:15][CH:16]=[CH:17][C:12]=1[C:10]1[O:11][C:4]2[C:3]([C:8](=[O:20])[CH:9]=1)=[CH:2][CH:7]=[CH:6][CH:5]=2, predict the reactants needed to synthesize it. The reactants are: O[C:2]1[CH:7]=[CH:6][CH:5]=[CH:4][C:3]=1[C:8](=[O:20])[CH2:9][C:10]([C:12]1[CH:17]=[CH:16][CH:15]=[CH:14][C:13]=1[O:18][CH3:19])=[O:11].